From a dataset of Reaction yield outcomes from USPTO patents with 853,638 reactions. Predict the reaction yield, written as a fraction of the theoretical maximum amount of product (1.0 means a 100% yield; for example, 0.34 means a 34% yield). The yield is 0.960. The catalyst is CC(O)C. The reactants are Cl[C:2]1[C:7]([N+:8]([O-:10])=[O:9])=[C:6]([Cl:11])[N:5]=[CH:4][N:3]=1.[CH3:12][O:13][C:14]1[CH:19]=[CH:18][C:17]([NH2:20])=[CH:16][CH:15]=1.C(N(CC)CC)C. The product is [Cl:11][C:6]1[N:5]=[CH:4][N:3]=[C:2]([NH:20][C:17]2[CH:18]=[CH:19][C:14]([O:13][CH3:12])=[CH:15][CH:16]=2)[C:7]=1[N+:8]([O-:10])=[O:9].